This data is from Full USPTO retrosynthesis dataset with 1.9M reactions from patents (1976-2016). The task is: Predict the reactants needed to synthesize the given product. (1) Given the product [CH2:2]([C:4]1[S:24][C:7]2[N:8]=[C:9]([S:18][CH2:19][C:20]([O:22][CH3:23])=[O:21])[N:10]=[C:11]([N:12]3[CH2:17][CH2:16][N:15]([C:41](=[O:42])[C:40]4[CH:44]=[CH:45][C:37]([O:36][C:35]([F:34])([F:46])[F:47])=[CH:38][CH:39]=4)[CH2:14][CH2:13]3)[C:6]=2[CH:5]=1)[CH3:3], predict the reactants needed to synthesize it. The reactants are: Cl.[CH2:2]([C:4]1[S:24][C:7]2[N:8]=[C:9]([S:18][CH2:19][C:20]([O:22][CH3:23])=[O:21])[N:10]=[C:11]([N:12]3[CH2:17][CH2:16][NH:15][CH2:14][CH2:13]3)[C:6]=2[CH:5]=1)[CH3:3].C(N(C(C)C)CC)(C)C.[F:34][C:35]([F:47])([F:46])[O:36][C:37]1[CH:45]=[CH:44][C:40]([C:41](Cl)=[O:42])=[CH:39][CH:38]=1. (2) Given the product [Br:1][C:2]1[CH:3]=[CH:4][C:5]([C:8]2([C:13]([F:14])([F:15])[F:16])[CH2:9][CH2:10][CH2:11][O:17]2)=[CH:6][CH:7]=1, predict the reactants needed to synthesize it. The reactants are: [Br:1][C:2]1[CH:7]=[CH:6][C:5]([C:8]([OH:17])([C:13]([F:16])([F:15])[F:14])[CH2:9][CH2:10][CH2:11]O)=[CH:4][CH:3]=1.C(P(CCCC)CCCC)CCC.CN(C)C(N=NC(N(C)C)=O)=O. (3) Given the product [Cl:17][C:10]1[NH:9][C:6]2=[N:7][CH:8]=[C:3]([C:2]([F:14])([F:13])[F:1])[CH:4]=[C:5]2[N:11]=1, predict the reactants needed to synthesize it. The reactants are: [F:1][C:2]([F:14])([F:13])[C:3]1[CH:4]=[C:5]2[NH:11][C:10](=O)[NH:9][C:6]2=[N:7][CH:8]=1.P(Cl)(Cl)([Cl:17])=O. (4) Given the product [CH3:1][O:2][C:3](=[O:24])[CH2:4][O:5][C:6]1([C:18]2[CH:23]=[CH:22][CH:21]=[CH:20][CH:19]=2)[CH2:10][CH2:9][NH:8][CH2:7]1, predict the reactants needed to synthesize it. The reactants are: [CH3:1][O:2][C:3](=[O:24])[CH2:4][O:5][C:6]1([C:18]2[CH:23]=[CH:22][CH:21]=[CH:20][CH:19]=2)[CH2:10][CH2:9][N:8](C(OC(C)(C)C)=O)[CH2:7]1.Cl. (5) The reactants are: C([O:3][C:4]([C:6]1([C:9]2[CH:14]=[CH:13][C:12]([C:15]3[CH:20]=[CH:19][C:18]([C:21]4[O:25][N:24]=[C:23]([CH3:26])[C:22]=4[NH:27][C:28]([O:30][C@@H:31]([C:33]4[CH:38]=[CH:37][CH:36]=[CH:35][C:34]=4[CH3:39])[CH3:32])=[O:29])=[CH:17][CH:16]=3)=[CH:11][CH:10]=2)[CH2:8][CH2:7]1)=[O:5])C.CO.[OH-].[Li+].Cl. Given the product [CH3:26][C:23]1[C:22]([NH:27][C:28]([O:30][C@@H:31]([C:33]2[CH:38]=[CH:37][CH:36]=[CH:35][C:34]=2[CH3:39])[CH3:32])=[O:29])=[C:21]([C:18]2[CH:19]=[CH:20][C:15]([C:12]3[CH:11]=[CH:10][C:9]([C:6]4([C:4]([OH:5])=[O:3])[CH2:8][CH2:7]4)=[CH:14][CH:13]=3)=[CH:16][CH:17]=2)[O:25][N:24]=1, predict the reactants needed to synthesize it. (6) Given the product [CH2:1]([N:8]1[CH:12]=[CH:11][N:10]=[C:9]1[P:21]([O:26][CH2:27][CH3:28])([O:23][CH2:24][CH3:25])=[O:22])[C:2]1[CH:3]=[CH:4][CH:5]=[CH:6][CH:7]=1, predict the reactants needed to synthesize it. The reactants are: [CH2:1]([N:8]1[CH:12]=[CH:11][N:10]=[CH:9]1)[C:2]1[CH:7]=[CH:6][CH:5]=[CH:4][CH:3]=1.[Li+].CC([N-]C(C)C)C.[P:21](Cl)([O:26][CH2:27][CH3:28])([O:23][CH2:24][CH3:25])=[O:22]. (7) Given the product [NH2:9][C:6]1[CH:5]=[N:4][C:3]([O:2][CH3:1])=[N:8][CH:7]=1, predict the reactants needed to synthesize it. The reactants are: [CH3:1][O:2][C:3]1[N:8]=[CH:7][C:6]([N+:9]([O-])=O)=[CH:5][N:4]=1. (8) The reactants are: [NH2:1][NH:2][C:3]([C:5]1[CH:10]=[N:9][CH:8]=[CH:7][N:6]=1)=[NH:4].[CH2:11]([O:13][C:14]1[C:15]([OH:22])=[C:16]([CH:19]=[CH:20][CH:21]=1)[CH:17]=O)[CH3:12]. Given the product [CH2:11]([O:13][C:14]1[C:15]([OH:22])=[C:16]([C:17]2[NH:1][N:2]=[C:3]([C:5]3[CH:10]=[N:9][CH:8]=[CH:7][N:6]=3)[N:4]=2)[CH:19]=[CH:20][CH:21]=1)[CH3:12], predict the reactants needed to synthesize it. (9) Given the product [CH3:23][O:24][C:25]1[CH:30]=[CH:29][CH:28]=[CH:27][C:26]=1[C:2]1[CH:7]=[CH:6][CH:5]=[C:4]([N:8]2[C:16](=[O:17])[C:15]3[C@@H:14]4[C:18]([CH3:19])([CH3:20])[C@@:11]([CH3:21])([CH2:12][CH2:13]4)[C:10]=3[N:9]2[CH3:22])[CH:3]=1, predict the reactants needed to synthesize it. The reactants are: I[C:2]1[CH:3]=[C:4]([N:8]2[C:16](=[O:17])[C:15]3[CH:14]4[C:18]([CH3:20])([CH3:19])[C:11]([CH3:21])([CH2:12][CH2:13]4)[C:10]=3[N:9]2[CH3:22])[CH:5]=[CH:6][CH:7]=1.[CH3:23][O:24][C:25]1[CH:30]=[CH:29][CH:28]=[CH:27][C:26]=1B(O)O.C(=O)([O-])[O-].[K+].[K+]. (10) Given the product [C:14]([O:22][NH:13][CH2:12][CH2:11][CH2:10][CH2:9][NH:8][C:1](=[O:2])[O:3][C:4]([CH3:5])([CH3:6])[CH3:7])(=[O:21])[C:15]1[CH:20]=[CH:19][CH:18]=[CH:17][CH:16]=1, predict the reactants needed to synthesize it. The reactants are: [C:1]([NH:8][CH2:9][CH2:10][CH2:11][CH2:12][NH2:13])([O:3][C:4]([CH3:7])([CH3:6])[CH3:5])=[O:2].[C:14]([O:22][O:22][C:14](=[O:21])[C:15]1[CH:20]=[CH:19][CH:18]=[CH:17][CH:16]=1)(=[O:21])[C:15]1[CH:20]=[CH:19][CH:18]=[CH:17][CH:16]=1.